Dataset: Full USPTO retrosynthesis dataset with 1.9M reactions from patents (1976-2016). Task: Predict the reactants needed to synthesize the given product. (1) Given the product [Cl:29][C:25]1[C:26]([CH:27]=[C:22]([NH:2][C:1]2[C:3]3[C:4](=[CH:5][C:6]([O:11][CH2:12][CH2:13][O:14][CH3:15])=[C:7]([O:9][CH3:10])[CH:8]=3)[N:16]=[CH:17][N:18]=2)[C:23](=[O:32])[C:24]=1[O:30][CH3:31])=[O:28], predict the reactants needed to synthesize it. The reactants are: [C:1]([C:3]1[CH:8]=[C:7]([O:9][CH3:10])[C:6]([O:11][CH2:12][CH2:13][O:14][CH3:15])=[CH:5][C:4]=1[N:16]=[CH:17][N:18](C)C)#[N:2].N[C:22]1[C:23]([O:32]C)=[C:24]([O:30][CH3:31])[C:25]([Cl:29])=[C:26]([OH:28])[CH:27]=1. (2) Given the product [CH3:6][CH:5]([CH3:7])[C@H:4]([NH:8][C:9]([C:11]1[O:15][N:14]=[C:13]([C:16]2[CH:21]=[CH:20][C:19]([NH:22][C:23]([NH:25][C:26]3[CH:27]=[CH:28][CH:29]=[CH:30][CH:31]=3)=[O:24])=[CH:18][CH:17]=2)[CH:12]=1)=[O:10])[C:3]([OH:32])=[O:2], predict the reactants needed to synthesize it. The reactants are: C[O:2][C:3](=[O:32])[C@@H:4]([NH:8][C:9]([C:11]1[O:15][N:14]=[C:13]([C:16]2[CH:21]=[CH:20][C:19]([NH:22][C:23]([NH:25][C:26]3[CH:31]=[CH:30][CH:29]=[CH:28][CH:27]=3)=[O:24])=[CH:18][CH:17]=2)[CH:12]=1)=[O:10])[CH:5]([CH3:7])[CH3:6].[K+].[Br-]. (3) Given the product [N+:1]([C:4]1[C:5]([CH3:20])=[C:6]2[C:11](=[C:12]([CH3:15])[C:13]=1[CH3:14])[O:10][C:9]([CH2:17][OH:18])([CH3:16])[CH2:8][CH2:7]2)([O-:3])=[O:2], predict the reactants needed to synthesize it. The reactants are: [N+:1]([C:4]1[C:5]([CH3:20])=[C:6]2[C:11](=[C:12]([CH3:15])[C:13]=1[CH3:14])[O:10][C:9]([CH2:17][O:18]C)([CH3:16])[CH2:8][CH2:7]2)([O-:3])=[O:2].B(Br)(Br)Br.O. (4) Given the product [NH2:1][C:2]1[CH:3]=[C:4]([CH:19]=[CH:20][CH:21]=1)[CH2:5][C:6]1[C:11](=[S:31])[CH:10]=[CH:9][N:8]([C:13]2[CH:14]=[N:15][N:16]([CH3:18])[CH:17]=2)[N:7]=1, predict the reactants needed to synthesize it. The reactants are: [NH2:1][C:2]1[CH:3]=[C:4]([CH:19]=[CH:20][CH:21]=1)[CH2:5][C:6]1[C:11](=O)[CH:10]=[CH:9][N:8]([C:13]2[CH:14]=[N:15][N:16]([CH3:18])[CH:17]=2)[N:7]=1.COC1C=CC(P2(SP(C3C=CC(OC)=CC=3)(=S)S2)=[S:31])=CC=1. (5) Given the product [F:33][C:24]([F:23])([F:32])[C:25]1[CH:29]=[C:28]([CH2:30][NH:31][C:20]([C:10]2[N:9]=[C:8]([C:5]3[CH:4]=[CH:3][C:2]([Cl:1])=[CH:7][CH:6]=3)[C:13]([O:14][CH2:15][C:16]([F:18])([F:17])[F:19])=[CH:12][N:11]=2)=[O:22])[O:27][N:26]=1, predict the reactants needed to synthesize it. The reactants are: [Cl:1][C:2]1[CH:7]=[CH:6][C:5]([C:8]2[C:13]([O:14][CH2:15][C:16]([F:19])([F:18])[F:17])=[CH:12][N:11]=[C:10]([C:20]([OH:22])=O)[N:9]=2)=[CH:4][CH:3]=1.[F:23][C:24]([F:33])([F:32])[C:25]1[CH:29]=[C:28]([CH2:30][NH2:31])[O:27][N:26]=1.